This data is from Full USPTO retrosynthesis dataset with 1.9M reactions from patents (1976-2016). The task is: Predict the reactants needed to synthesize the given product. The reactants are: [Cl:1][C:2]1[N:7]=[C:6]([NH:8][C:9]2[CH:14]=[CH:13][CH:12]=[C:11]([N+:15]([O-:17])=[O:16])[CH:10]=2)[CH:5]=[CH:4][N:3]=1.CCN(C(C)C)C(C)C.Cl[C:28]([O:30][CH2:31][C:32]1[CH:37]=[CH:36][CH:35]=[CH:34][CH:33]=1)=[O:29]. Given the product [Cl:1][C:2]1[N:7]=[C:6]([N:8]([C:9]2[CH:14]=[CH:13][CH:12]=[C:11]([N+:15]([O-:17])=[O:16])[CH:10]=2)[C:28](=[O:29])[O:30][CH2:31][C:32]2[CH:37]=[CH:36][CH:35]=[CH:34][CH:33]=2)[CH:5]=[CH:4][N:3]=1, predict the reactants needed to synthesize it.